Task: Predict the reactants needed to synthesize the given product.. Dataset: Full USPTO retrosynthesis dataset with 1.9M reactions from patents (1976-2016) (1) Given the product [F:34][C:35]([CH3:40])([CH3:39])[C:36]([NH:41][C@H:42]1[C:50]2[C:45](=[CH:46][CH:47]=[C:48]([C:51]([O:53][CH3:54])=[O:52])[CH:49]=2)[CH2:44][CH2:43]1)=[O:37], predict the reactants needed to synthesize it. The reactants are: CCN(C(C)C)C(C)C.CN(C(ON1N=NC2C=CC=NC1=2)=[N+](C)C)C.F[P-](F)(F)(F)(F)F.[F:34][C:35]([CH3:40])([CH3:39])[C:36](O)=[O:37].[NH2:41][C@H:42]1[C:50]2[C:45](=[CH:46][CH:47]=[C:48]([C:51]([O:53][CH3:54])=[O:52])[CH:49]=2)[CH2:44][CH2:43]1. (2) Given the product [CH3:1][S:2][C:3]1[N:8]=[C:7]([NH:12][CH3:11])[C:6]([CH3:10])=[CH:5][N:4]=1, predict the reactants needed to synthesize it. The reactants are: [CH3:1][S:2][C:3]1[N:8]=[C:7](Cl)[C:6]([CH3:10])=[CH:5][N:4]=1.[CH3:11][NH2:12].C(Cl)Cl.CO. (3) Given the product [C:35]1([C:29]2[CH:30]=[CH:31][CH:32]=[CH:33][CH:34]=2)[CH:36]=[CH:37][C:38]([CH2:39][NH:40][C:8](=[O:9])[O:5][CH2:4][C:3]([NH:2][CH3:1])=[O:6])=[CH:41][CH:42]=1, predict the reactants needed to synthesize it. The reactants are: [CH3:1][NH:2][C:3](=[O:6])[CH2:4][OH:5].Cl[C:8](OC1C=CC([N+]([O-])=O)=CC=1)=[O:9].C(N(CC)C(C)C)(C)C.[C:29]1([C:35]2[CH:42]=[CH:41][C:38]([CH2:39][NH2:40])=[CH:37][CH:36]=2)[CH:34]=[CH:33][CH:32]=[CH:31][CH:30]=1.